This data is from Full USPTO retrosynthesis dataset with 1.9M reactions from patents (1976-2016). The task is: Predict the reactants needed to synthesize the given product. (1) Given the product [CH3:1][N:2]1[C:14]2[CH2:13][CH2:12][CH:11]([CH:15]3[CH2:20][CH2:19][O:18][CH2:17][CH2:16]3)[CH2:10][C:9]=2[C:8]2[C:3]1=[CH:4][CH:5]=[C:6]([C:21]([N:54]1[CH2:55][CH2:56][CH2:57][C@H:52]([C:51]([O:50][CH2:48][CH3:49])=[O:58])[CH2:53]1)=[O:22])[CH:7]=2, predict the reactants needed to synthesize it. The reactants are: [CH3:1][N:2]1[C:14]2[CH2:13][CH2:12][CH:11]([CH:15]3[CH2:20][CH2:19][O:18][CH2:17][CH2:16]3)[CH2:10][C:9]=2[C:8]2[C:3]1=[CH:4][CH:5]=[C:6]([C:21](O)=[O:22])[CH:7]=2.CN(C(ON1N=NC2C=CC=NC1=2)=[N+](C)C)C.F[P-](F)(F)(F)(F)F.[CH2:48]([O:50][C:51](=[O:58])[C@H:52]1[CH2:57][CH2:56][CH2:55][NH:54][CH2:53]1)[CH3:49].C(N(CC)C(C)C)(C)C. (2) The reactants are: [NH2:1][C:2]1[N:3]=[C:4]([OH:19])[C:5]2[CH2:11][CH2:10][N:9]([C:12]([O:14][C:15]([CH3:18])([CH3:17])[CH3:16])=[O:13])[CH2:8][C:6]=2[N:7]=1.CCN(C(C)C)C(C)C.[CH3:29][C:30]([CH3:41])([CH3:40])[C:31](O[C:31](=[O:32])[C:30]([CH3:41])([CH3:40])[CH3:29])=[O:32]. Given the product [CH3:29][C:30]([CH3:41])([CH3:40])[C:31]([NH:1][C:2]1[N:3]=[C:4]([OH:19])[C:5]2[CH2:11][CH2:10][N:9]([C:12]([O:14][C:15]([CH3:16])([CH3:18])[CH3:17])=[O:13])[CH2:8][C:6]=2[N:7]=1)=[O:32], predict the reactants needed to synthesize it. (3) The reactants are: [Br:1][C:2]1[CH:3]=[N:4][CH:5]=[CH:6][C:7]=1[OH:8].[H-].[Na+].[CH2:11](Br)[C:12]1[CH:17]=[CH:16][CH:15]=[CH:14][CH:13]=1. Given the product [CH2:11]([O:8][C:7]1[CH:6]=[CH:5][N:4]=[CH:3][C:2]=1[Br:1])[C:12]1[CH:17]=[CH:16][CH:15]=[CH:14][CH:13]=1, predict the reactants needed to synthesize it. (4) Given the product [O:11]=[C:4]1[C:5]2[C:10](=[CH:9][CH:8]=[CH:7][CH:6]=2)[O:1][CH:2]=[C:3]1[C:12]([NH:19][C:20]1[CH:25]=[CH:24][CH:23]=[CH:22][CH:21]=1)=[O:14], predict the reactants needed to synthesize it. The reactants are: [O:1]1[C:10]2[C:5](=[CH:6][CH:7]=[CH:8][CH:9]=2)[C:4](=[O:11])[C:3]([C:12]([OH:14])=O)=[CH:2]1.S(Cl)(Cl)=O.[NH2:19][C:20]1[CH:25]=[CH:24][CH:23]=[CH:22][CH:21]=1. (5) Given the product [Br:5][C:6]1[C:7]([C:15]2[CH:20]=[CH:19][C:18]([F:21])=[CH:17][CH:16]=2)=[N:8][C:9]([O:14][CH:2]([CH3:4])[CH3:3])=[C:10]([CH:13]=1)[C:11]#[N:12], predict the reactants needed to synthesize it. The reactants are: Br[CH:2]([CH3:4])[CH3:3].[Br:5][C:6]1[C:7]([C:15]2[CH:20]=[CH:19][C:18]([F:21])=[CH:17][CH:16]=2)=[N:8][C:9]([OH:14])=[C:10]([CH:13]=1)[C:11]#[N:12].C(=O)([O-])[O-].[K+].[K+].CN(C=O)C.